Dataset: Forward reaction prediction with 1.9M reactions from USPTO patents (1976-2016). Task: Predict the product of the given reaction. (1) Given the reactants [C:1]([N:8]([C:16]1[C:20]2[CH:21]=[C:22]([CH2:25][O:26][C:27]3[CH:32]=[CH:31][C:30]([C:33]4[CH:38]=[C:37]([F:39])[C:36]([F:40])=[CH:35][C:34]=4[O:41][CH3:42])=[CH:29][CH:28]=3)[CH:23]=[CH:24][C:19]=2[O:18][N:17]=1)C(OC(C)(C)C)=O)([O:3][C:4]([CH3:7])([CH3:6])[CH3:5])=[O:2].O.NN, predict the reaction product. The product is: [C:1]([NH:8][C:16]1[C:20]2[CH:21]=[C:22]([CH2:25][O:26][C:27]3[CH:28]=[CH:29][C:30]([C:33]4[CH:38]=[C:37]([F:39])[C:36]([F:40])=[CH:35][C:34]=4[O:41][CH3:42])=[CH:31][CH:32]=3)[CH:23]=[CH:24][C:19]=2[O:18][N:17]=1)([O:3][C:4]([CH3:7])([CH3:6])[CH3:5])=[O:2]. (2) Given the reactants [F:1][C:2]1[CH:31]=[C:30]([S:32]([CH3:35])(=[O:34])=[O:33])[C:29]([F:36])=[CH:28][C:3]=1[O:4][C@H:5]1[CH2:9][CH2:8][N:7]([CH:10]2[CH2:15][CH2:14][N:13]([C:16](=[O:26])[CH2:17][NH:18]C(=O)OC(C)(C)C)[CH2:12][CH2:11]2)[C:6]1=[O:27].CCOCC.[ClH:42], predict the reaction product. The product is: [ClH:42].[NH2:18][CH2:17][C:16]([N:13]1[CH2:14][CH2:15][CH:10]([N:7]2[CH2:8][CH2:9][C@H:5]([O:4][C:3]3[CH:28]=[C:29]([F:36])[C:30]([S:32]([CH3:35])(=[O:34])=[O:33])=[CH:31][C:2]=3[F:1])[C:6]2=[O:27])[CH2:11][CH2:12]1)=[O:26]. (3) Given the reactants [CH:1]1([CH2:7][N:8]2[C:16]3[C:11](=[CH:12][CH:13]=[CH:14][C:15]=3[O:17][CH3:18])[C:10]([C:19]([NH2:21])=O)=[CH:9]2)[CH2:6][CH2:5][CH2:4][CH2:3][CH2:2]1.COC1C=CC(P2(SP(C3C=CC(OC)=CC=3)(=S)S2)=[S:31])=CC=1, predict the reaction product. The product is: [CH:1]1([CH2:7][N:8]2[C:16]3[C:11](=[CH:12][CH:13]=[CH:14][C:15]=3[O:17][CH3:18])[C:10]([C:19](=[S:31])[NH2:21])=[CH:9]2)[CH2:6][CH2:5][CH2:4][CH2:3][CH2:2]1. (4) Given the reactants [CH2:1]([O:5][C:6]1[N:14]=[C:13]2[C:9]([N:10]=[C:11](Cl)[N:12]2[CH2:15][CH:16]2[CH2:21][CH2:20][N:19]([CH2:22][C:23]3[O:24][C:25]([C:28]([O:30][CH2:31]C)=[O:29])=[CH:26][CH:27]=3)[CH2:18][CH2:17]2)=[C:8]([NH2:34])[N:7]=1)[CH2:2][CH2:3][CH3:4].[OH-:35].[Na+].Cl, predict the reaction product. The product is: [CH2:1]([O:5][C:6]1[N:14]=[C:13]2[C:9]([NH:10][C:11](=[O:35])[N:12]2[CH2:15][CH:16]2[CH2:21][CH2:20][N:19]([CH2:22][C:23]3[O:24][C:25]([C:28]([O:30][CH3:31])=[O:29])=[CH:26][CH:27]=3)[CH2:18][CH2:17]2)=[C:8]([NH2:34])[N:7]=1)[CH2:2][CH2:3][CH3:4]. (5) Given the reactants [Cl:1][C:2]1[CH:7]=[CH:6][C:5]([C@H:8]2[N:15]3[C:11]([S:12][C:13]([C:19](O)=[O:20])=[C:14]3[CH:16]([CH3:18])[CH3:17])=[N:10][C@:9]2([C:23]2[CH:28]=[CH:27][C:26]([Cl:29])=[CH:25][CH:24]=2)[CH3:22])=[CH:4][CH:3]=1.[OH:30][C@@H:31]1[C@@H:35]([NH:36][CH3:37])[CH2:34][N:33]([C:38]([O:40][C:41]([CH3:44])([CH3:43])[CH3:42])=[O:39])[CH2:32]1, predict the reaction product. The product is: [Cl:1][C:2]1[CH:3]=[CH:4][C:5]([C@H:8]2[N:15]3[C:11]([S:12][C:13]([C:19]([N:36]([CH3:37])[C@@H:35]4[C@@H:31]([OH:30])[CH2:32][N:33]([C:38]([O:40][C:41]([CH3:43])([CH3:42])[CH3:44])=[O:39])[CH2:34]4)=[O:20])=[C:14]3[CH:16]([CH3:17])[CH3:18])=[N:10][C@:9]2([C:23]2[CH:24]=[CH:25][C:26]([Cl:29])=[CH:27][CH:28]=2)[CH3:22])=[CH:6][CH:7]=1. (6) Given the reactants [ClH:1].C([N:15]1[CH2:18][CH:17]([C:19]([O:21][CH3:22])=[O:20])[CH2:16]1)(C1C=CC=CC=1)C1C=CC=CC=1, predict the reaction product. The product is: [ClH:1].[NH:15]1[CH2:18][CH:17]([C:19]([O:21][CH3:22])=[O:20])[CH2:16]1. (7) Given the reactants C([O-])([O-])=O.[K+].[K+].[CH3:7][CH:8]([CH3:24])[C:9]([NH:11][C:12]1[CH:17]=[CH:16][CH:15]=[C:14]([CH:18]2[CH2:23][CH2:22][NH:21][CH2:20][CH2:19]2)[CH:13]=1)=[O:10].Br[CH2:26][CH2:27][CH2:28][C:29]1[CH:33]=[CH:32][NH:31][CH:30]=1, predict the reaction product. The product is: [CH3:7][CH:8]([CH3:24])[C:9]([NH:11][C:12]1[CH:17]=[CH:16][CH:15]=[C:14]([CH:18]2[CH2:23][CH2:22][N:21]([CH2:26][CH2:27][CH2:28][C:29]3[CH:33]=[CH:32][NH:31][CH:30]=3)[CH2:20][CH2:19]2)[CH:13]=1)=[O:10]. (8) Given the reactants [Br:1][C:2]1[CH:6]=[N:5][N:4]([CH3:7])[C:3]=1[C:8]1[CH:9]=[C:10]([NH2:16])[CH:11]=[CH:12][C:13]=1[O:14][CH3:15].[Cl:17][C:18]1[CH:23]=[CH:22][C:21]([N:24]=[C:25]=[S:26])=[CH:20][CH:19]=1, predict the reaction product. The product is: [Br:1][C:2]1[CH:6]=[N:5][N:4]([CH3:7])[C:3]=1[C:8]1[CH:9]=[C:10]([NH:16][C:25]([NH:24][C:21]2[CH:22]=[CH:23][C:18]([Cl:17])=[CH:19][CH:20]=2)=[S:26])[CH:11]=[CH:12][C:13]=1[O:14][CH3:15]. (9) Given the reactants Br[C:2]1[C:11]2[C:6](=[CH:7][C:8]([N+:12]([O-])=O)=[CH:9][CH:10]=2)[CH:5]=[C:4]([NH:15][C:16](=[O:18])[CH3:17])[N:3]=1.CO.Cl, predict the reaction product. The product is: [NH2:12][C:8]1[CH:7]=[C:6]2[C:11](=[CH:10][CH:9]=1)[CH:2]=[N:3][C:4]([NH:15][C:16](=[O:18])[CH3:17])=[CH:5]2. (10) The product is: [O:1]1[CH2:6][CH2:5][N:4]([C:7]2[CH:12]=[CH:11][C:10]([C:13]3[N:22]=[C:21]([NH:23][CH2:24][C@@H:25]4[CH2:30][CH2:29][CH2:28][NH:27][CH2:26]4)[C:20]4[C:15](=[N:16][CH:17]=[CH:18][N:19]=4)[CH:14]=3)=[CH:9][CH:8]=2)[CH2:3][CH2:2]1. Given the reactants [O:1]1[CH2:6][CH2:5][N:4]([C:7]2[CH:12]=[CH:11][C:10]([C:13]3[N:22]=[C:21]([NH:23][CH2:24][C@@H:25]4[CH2:30][CH2:29][CH2:28][N:27](C(OC(C)(C)C)=O)[CH2:26]4)[C:20]4[C:15](=[N:16][CH:17]=[CH:18][N:19]=4)[CH:14]=3)=[CH:9][CH:8]=2)[CH2:3][CH2:2]1.Cl, predict the reaction product.